From a dataset of Reaction yield outcomes from USPTO patents with 853,638 reactions. Predict the reaction yield, written as a fraction of the theoretical maximum amount of product (1.0 means a 100% yield; for example, 0.34 means a 34% yield). The reactants are [CH2:1]([C:5]1[N:10]=[C:9]([CH3:11])[N:8]([C:12]2[CH:17]=[CH:16][C:15]([OH:18])=[CH:14][CH:13]=2)[C:7](=[O:19])[C:6]=1[CH2:20][C:21]1[CH:26]=[CH:25][C:24]([C:27]2[CH:32]=[CH:31][CH:30]=[CH:29][C:28]=2[C:33]2[NH:37][C:36](=[O:38])[O:35][N:34]=2)=[CH:23][CH:22]=1)[CH2:2][CH2:3][CH3:4].[CH3:39][CH:40]1[CH2:45][CH:44](O)[CH2:43][CH2:42][O:41]1.C1(P(C2C=CC=CC=2)C2C=CC=CC=2)C=CC=CC=1.N(C(OC(C)C)=O)=NC(OC(C)C)=O. The catalyst is O1CCCC1.O. The product is [CH2:1]([C:5]1[N:10]=[C:9]([CH3:11])[N:8]([C:12]2[CH:17]=[CH:16][C:15]([O:18][CH:44]3[CH2:43][CH2:42][O:41][CH:40]([CH3:39])[CH2:45]3)=[CH:14][CH:13]=2)[C:7](=[O:19])[C:6]=1[CH2:20][C:21]1[CH:26]=[CH:25][C:24]([C:27]2[CH:32]=[CH:31][CH:30]=[CH:29][C:28]=2[C:33]2[NH:37][C:36](=[O:38])[O:35][N:34]=2)=[CH:23][CH:22]=1)[CH2:2][CH2:3][CH3:4]. The yield is 0.530.